Dataset: Full USPTO retrosynthesis dataset with 1.9M reactions from patents (1976-2016). Task: Predict the reactants needed to synthesize the given product. (1) Given the product [CH2:1]([C:3]1([CH2:8][CH3:9])[CH2:6][O:7][C:10](=[S:11])[O:5][CH2:4]1)[CH3:2], predict the reactants needed to synthesize it. The reactants are: [CH2:1]([C:3]([CH2:8][CH3:9])([CH2:6][OH:7])[CH2:4][OH:5])[CH3:2].[C:10](Cl)(Cl)=[S:11]. (2) Given the product [CH:11]1([Si:4]([C:1]([OH:3])([CH3:14])[CH3:2])([CH:8]([CH3:9])[CH3:10])[CH:5]([CH3:6])[CH3:7])[CH2:13][CH2:12]1, predict the reactants needed to synthesize it. The reactants are: [C:1]([Si:4]([CH:11]1[CH2:13][CH2:12]1)([CH:8]([CH3:10])[CH3:9])[CH:5]([CH3:7])[CH3:6])(=[O:3])[CH3:2].[CH3:14][Li]. (3) Given the product [C:44]1([CH3:47])[CH:45]=[CH:46][C:41]([NH:40][C:36]([C:32]2[C:31](=[O:39])[N:30]([C:27]3[CH:26]=[CH:25][C:24]([F:23])=[CH:29][CH:28]=3)[CH:35]=[CH:34][CH:33]=2)=[O:38])=[CH:42][CH:43]=1, predict the reactants needed to synthesize it. The reactants are: CN(C(ON1N=NC2C=CC=CC1=2)=[N+](C)C)C.[B-](F)(F)(F)F.[F:23][C:24]1[CH:29]=[CH:28][C:27]([N:30]2[CH:35]=[CH:34][CH:33]=[C:32]([C:36]([OH:38])=O)[C:31]2=[O:39])=[CH:26][CH:25]=1.[NH2:40][C:41]1[CH:46]=[CH:45][C:44]([CH3:47])=[CH:43][CH:42]=1.C(N(CC)CC)C. (4) Given the product [CH3:1][S:2]([OH:5])(=[O:4])=[O:3].[CH3:6][C:7]1[C:8]([CH2:14][O:15][C:16]2[CH:17]=[CH:18][C:19]([C:22]3[C:23](=[O:37])[C:24]([CH3:35])([CH3:36])[O:25][C:26]=3[C:27]3[CH:32]=[CH:31][C:30]([O:33][CH3:34])=[CH:29][CH:28]=3)=[CH:20][CH:21]=2)=[N:9][CH:10]=[C:11]([CH3:13])[CH:12]=1, predict the reactants needed to synthesize it. The reactants are: [CH3:1][S:2]([OH:5])(=[O:4])=[O:3].[CH3:6][C:7]1[C:8]([CH2:14][O:15][C:16]2[CH:21]=[CH:20][C:19]([C:22]3[C:23](=[O:37])[C:24]([CH3:36])([CH3:35])[O:25][C:26]=3[C:27]3[CH:32]=[CH:31][C:30]([O:33][CH3:34])=[CH:29][CH:28]=3)=[CH:18][CH:17]=2)=[N:9][CH:10]=[C:11]([CH3:13])[CH:12]=1. (5) Given the product [ClH:34].[N:1]1([C:7]2[N:12]=[C:11]([C:13]3[C:14]([C:20]([F:23])([F:21])[F:22])=[CH:15][C:16]([NH2:19])=[N:17][CH:18]=3)[CH:10]=[C:9]([N:24]3[CH2:25][CH2:26][O:27][CH2:28][CH2:29]3)[N:8]=2)[CH2:2][CH2:3][O:4][CH2:5][CH2:6]1, predict the reactants needed to synthesize it. The reactants are: [N:1]1([C:7]2[N:12]=[C:11]([C:13]3[C:14]([C:20]([F:23])([F:22])[F:21])=[CH:15][C:16]([NH2:19])=[N:17][CH:18]=3)[CH:10]=[C:9]([N:24]3[CH2:29][CH2:28][O:27][CH2:26][CH2:25]3)[N:8]=2)[CH2:6][CH2:5][O:4][CH2:3][CH2:2]1.CC(C)=O.[ClH:34]. (6) Given the product [F:1][C:2]([F:37])([F:36])[C:3]1[CH:4]=[C:5]([C:13]([N:15]2[C@H:20]([CH2:21][C:22]3[C:30]4[C:25](=[CH:26][CH:27]=[CH:28][CH:29]=4)[NH:24][CH:23]=3)[CH2:19][N:18]3[C@@H:31]([CH2:34][N:38]4[CH2:43][CH2:42][O:41][CH2:40][CH2:39]4)[CH2:32][CH2:33][C@@H:17]3[CH2:16]2)=[O:14])[CH:6]=[C:7]([C:9]([F:12])([F:11])[F:10])[CH:8]=1, predict the reactants needed to synthesize it. The reactants are: [F:1][C:2]([F:37])([F:36])[C:3]1[CH:4]=[C:5]([C:13]([N:15]2[C@H:20]([CH2:21][C:22]3[C:30]4[C:25](=[CH:26][CH:27]=[CH:28][CH:29]=4)[NH:24][CH:23]=3)[CH2:19][N:18]3[C@@H:31]([CH2:34]Cl)[CH2:32][CH2:33][C@@H:17]3[CH2:16]2)=[O:14])[CH:6]=[C:7]([C:9]([F:12])([F:11])[F:10])[CH:8]=1.[NH:38]1[CH2:43][CH2:42][O:41][CH2:40][CH2:39]1.C(OCC)(=O)C.C(=O)(O)[O-].[Na+]. (7) Given the product [CH:1]1([CH2:4][CH2:5][C:6]2[CH:7]=[CH:8][C:9]([N:10]3[C:21](=[O:22])[C:20]4[CH:19]=[CH:18][NH:17][C:16]=4[NH:13][C:14]3=[S:15])=[CH:11][CH:12]=2)[CH2:3][CH2:2]1, predict the reactants needed to synthesize it. The reactants are: [CH:1]1([CH2:4][CH2:5][C:6]2[CH:12]=[CH:11][C:9]([NH2:10])=[CH:8][CH:7]=2)[CH2:3][CH2:2]1.[N:13]([C:16]1[NH:17][CH:18]=[CH:19][C:20]=1[C:21](OCC)=[O:22])=[C:14]=[S:15].[O-]CC.[Na+].C(O)C.